Dataset: Reaction yield outcomes from USPTO patents with 853,638 reactions. Task: Predict the reaction yield, written as a fraction of the theoretical maximum amount of product (1.0 means a 100% yield; for example, 0.34 means a 34% yield). (1) The reactants are [CH2:1]([C@H:4]1[CH2:9][CH2:8][C@H:7]([C@H:10]2[CH2:15][CH2:14][C@H:13]([CH2:16]O)[CH2:12][CH2:11]2)[CH2:6][CH2:5]1)[CH2:2][CH3:3].N1C=CC=CC=1.S(Cl)([Cl:26])=O. The catalyst is C1(C)C=CC=CC=1. The product is [CH2:1]([C@H:4]1[CH2:9][CH2:8][C@H:7]([C@H:10]2[CH2:15][CH2:14][C@H:13]([CH2:16][Cl:26])[CH2:12][CH2:11]2)[CH2:6][CH2:5]1)[CH2:2][CH3:3]. The yield is 0.770. (2) The reactants are S(Cl)(Cl)=O.[Br:5][C:6]1[CH:7]=[C:8]([C:18]([NH:20][C:21]2[C:29]([CH3:30])=[CH:28][C:27]([C:31]#[N:32])=[CH:26][C:22]=2[C:23]([OH:25])=[O:24])=[O:19])[N:9]([C:11]2[C:16]([Cl:17])=[CH:15][CH:14]=[CH:13][N:12]=2)[N:10]=1.CO.[CH2:35](N(CC)CC)C. The catalyst is C1(C)C=CC=CC=1.O. The product is [Br:5][C:6]1[CH:7]=[C:8]([C:18]([NH:20][C:21]2[C:29]([CH3:30])=[CH:28][C:27]([C:31]#[N:32])=[CH:26][C:22]=2[C:23]([O:25][CH3:35])=[O:24])=[O:19])[N:9]([C:11]2[C:16]([Cl:17])=[CH:15][CH:14]=[CH:13][N:12]=2)[N:10]=1. The yield is 0.490. (3) The reactants are C(OC[N:9]1[C:13]2[N:14]=[N:15][CH:16]=[C:17]([C:18]3[CH:19]=[N:20][N:21]([CH:23]4[CH2:27][CH2:26][CH2:25][CH:24]4[CH2:28][OH:29])[CH:22]=3)[C:12]=2[CH:11]=[CH:10]1)(=O)C(C)(C)C.[OH-].[Na+]. The catalyst is CO. The product is [N:14]1[C:13]2[NH:9][CH:10]=[CH:11][C:12]=2[C:17]([C:18]2[CH:19]=[N:20][N:21]([CH:23]3[CH2:27][CH2:26][CH2:25][CH:24]3[CH2:28][OH:29])[CH:22]=2)=[CH:16][N:15]=1. The yield is 0.540.